Dataset: Reaction yield outcomes from USPTO patents with 853,638 reactions. Task: Predict the reaction yield, written as a fraction of the theoretical maximum amount of product (1.0 means a 100% yield; for example, 0.34 means a 34% yield). (1) The yield is 0.970. The catalyst is C(OCC)C. The product is [C:1]([O:5][C:6]([N:8]1[CH2:9][CH2:10][C:11]([OH:14])([CH3:15])[CH2:12][CH2:13]1)=[O:7])([CH3:4])([CH3:2])[CH3:3]. The reactants are [C:1]([O:5][C:6]([N:8]1[CH2:13][CH2:12][C:11](=[O:14])[CH2:10][CH2:9]1)=[O:7])([CH3:4])([CH3:3])[CH3:2].[CH3:15][Mg]Br.O.[Cl-].[NH4+]. (2) The reactants are [CH:1]1([NH:7][C:8]2[C:16]([N+:17]([O-:19])=[O:18])=[CH:15][C:11]([C:12]([OH:14])=[O:13])=[CH:10][N:9]=2)[CH2:6][CH2:5][CH2:4][CH2:3][CH2:2]1.Cl[Si](C)(C)[CH3:22]. The yield is 0.890. The product is [CH:1]1([NH:7][C:8]2[C:16]([N+:17]([O-:19])=[O:18])=[CH:15][C:11]([C:12]([O:14][CH3:22])=[O:13])=[CH:10][N:9]=2)[CH2:6][CH2:5][CH2:4][CH2:3][CH2:2]1. The catalyst is CO. (3) The reactants are [OH:1][C@H:2]1[CH2:6][CH2:5][N:4]([C:7]([O:9][C:10]([CH3:13])([CH3:12])[CH3:11])=[O:8])[CH2:3]1.[H-].[Na+].[Br:16][C:17]1[C:26]2[C:21](=[CH:22][CH:23]=[CH:24]C=2)[CH:20]=[C:19](Br)[N:18]=1.C[N:29]1CCCC1=O. The catalyst is O. The product is [Br:16][C:17]1[CH:26]=[C:21]2[C:20](=[C:19]([O:1][C@H:2]3[CH2:6][CH2:5][N:4]([C:7]([O:9][C:10]([CH3:13])([CH3:12])[CH3:11])=[O:8])[CH2:3]3)[N:18]=1)[N:29]=[CH:24][CH:23]=[CH:22]2. The yield is 0.700.